Dataset: Forward reaction prediction with 1.9M reactions from USPTO patents (1976-2016). Task: Predict the product of the given reaction. (1) Given the reactants [Br:1][C:2]1[C:3]([O:13]C)=[C:4]([C:10](=[O:12])[CH3:11])[CH:5]=[C:6]([Cl:9])[C:7]=1[CH3:8].B(Br)(Br)Br, predict the reaction product. The product is: [Br:1][C:2]1[C:3]([OH:13])=[C:4]([C:10](=[O:12])[CH3:11])[CH:5]=[C:6]([Cl:9])[C:7]=1[CH3:8]. (2) The product is: [NH2:23][C:20]1[CH:21]=[CH:22][C:17]([C:16]([NH:15][C:12]2[CH:13]=[N:14][C:9]([NH:8][C:6]3[CH:5]=[C:4]([CH3:27])[N:3]=[C:2]([NH2:1])[N:7]=3)=[CH:10][CH:11]=2)=[O:26])=[CH:18][CH:19]=1. Given the reactants [NH2:1][C:2]1[N:7]=[C:6]([NH:8][C:9]2[N:14]=[CH:13][C:12]([NH:15][C:16](=[O:26])[C:17]3[CH:22]=[CH:21][C:20]([N+:23]([O-])=O)=[CH:19][CH:18]=3)=[CH:11][CH:10]=2)[CH:5]=[C:4]([CH3:27])[N:3]=1, predict the reaction product. (3) Given the reactants [CH3:1][O:2][C:3]1[CH:4]=[C:5]([C:11]#[CH:12])[CH:6]=[C:7]([O:9][CH3:10])[CH:8]=1.I[C:14]1[CH:19]=[CH:18][C:17]([C:20]#[C:21][Si:22]([CH3:25])([CH3:24])[CH3:23])=[CH:16][CH:15]=1, predict the reaction product. The product is: [CH3:23][Si:22]([C:21]#[C:20][C:17]1[CH:18]=[CH:19][C:14]([C:12]#[C:11][C:5]2[CH:6]=[C:7]([O:9][CH3:10])[CH:8]=[C:3]([O:2][CH3:1])[CH:4]=2)=[CH:15][CH:16]=1)([CH3:24])[CH3:25]. (4) Given the reactants [CH3:1][S:2](Cl)(=[O:4])=[O:3].[C:6]([O:10][C:11]([N:13]1[CH2:18][CH2:17][C:16]([CH:21]2[CH2:26][CH2:25][CH2:24][CH2:23][CH2:22]2)([CH2:19][OH:20])[CH2:15][CH2:14]1)=[O:12])([CH3:9])([CH3:8])[CH3:7].C(N(CC)CC)C, predict the reaction product. The product is: [C:6]([O:10][C:11]([N:13]1[CH2:14][CH2:15][C:16]([CH:21]2[CH2:22][CH2:23][CH2:24][CH2:25][CH2:26]2)([CH2:19][O:20][S:2]([CH3:1])(=[O:4])=[O:3])[CH2:17][CH2:18]1)=[O:12])([CH3:9])([CH3:7])[CH3:8]. (5) Given the reactants [F:1][C:2]([F:17])([F:16])[C:3]1[CH:4]=[C:5]([CH:9]=[C:10]([C:12]([F:15])([F:14])[F:13])[CH:11]=1)[CH2:6][NH:7][CH3:8].C(N(CC)CC)C.[Cl:25][C:26](Cl)([O:28]C(=O)OC(Cl)(Cl)Cl)Cl, predict the reaction product. The product is: [F:1][C:2]([F:16])([F:17])[C:3]1[CH:4]=[C:5]([CH:9]=[C:10]([C:12]([F:15])([F:14])[F:13])[CH:11]=1)[CH2:6][N:7]([CH3:8])[C:26]([Cl:25])=[O:28]. (6) Given the reactants [Br:1][C:2]1[CH:11]=[C:10]2[C:5]([CH:6]=[C:7]([O:14][CH3:15])[C:8]([CH2:12][OH:13])=[CH:9]2)=[CH:4][CH:3]=1, predict the reaction product. The product is: [Br:1][C:2]1[CH:11]=[C:10]2[C:5]([CH:6]=[C:7]([O:14][CH3:15])[C:8]([CH:12]=[O:13])=[CH:9]2)=[CH:4][CH:3]=1. (7) Given the reactants [CH3:1][C:2]1[CH:18]=[C:17]([C:19](=[N:27][O:28][CH2:29][C:30]2[CH:35]=[CH:34][C:33]([C:36]([F:39])([F:38])[F:37])=[CH:32][CH:31]=2)[CH2:20][C:21]2[CH:26]=[CH:25][CH:24]=[CH:23][CH:22]=2)[CH:16]=[CH:15][C:3]=1[O:4][CH2:5][C:6]([NH:8][CH2:9][C:10]([O:12]CC)=[O:11])=[O:7].[OH-].[Na+], predict the reaction product. The product is: [CH3:1][C:2]1[CH:18]=[C:17]([C:19](=[N:27][O:28][CH2:29][C:30]2[CH:35]=[CH:34][C:33]([C:36]([F:37])([F:38])[F:39])=[CH:32][CH:31]=2)[CH2:20][C:21]2[CH:26]=[CH:25][CH:24]=[CH:23][CH:22]=2)[CH:16]=[CH:15][C:3]=1[O:4][CH2:5][C:6]([NH:8][CH2:9][C:10]([OH:12])=[O:11])=[O:7].